From a dataset of NCI-60 drug combinations with 297,098 pairs across 59 cell lines. Regression. Given two drug SMILES strings and cell line genomic features, predict the synergy score measuring deviation from expected non-interaction effect. Synergy scores: CSS=27.2, Synergy_ZIP=0.395, Synergy_Bliss=4.37, Synergy_Loewe=-4.62, Synergy_HSA=4.76. Drug 1: CN1CCC(CC1)COC2=C(C=C3C(=C2)N=CN=C3NC4=C(C=C(C=C4)Br)F)OC. Cell line: HCT116. Drug 2: C1CCC(C(C1)N)N.C(=O)(C(=O)[O-])[O-].[Pt+4].